This data is from NCI-60 drug combinations with 297,098 pairs across 59 cell lines. The task is: Regression. Given two drug SMILES strings and cell line genomic features, predict the synergy score measuring deviation from expected non-interaction effect. (1) Drug 1: C1CCC(C1)C(CC#N)N2C=C(C=N2)C3=C4C=CNC4=NC=N3. Drug 2: CC1=CC2C(CCC3(C2CCC3(C(=O)C)OC(=O)C)C)C4(C1=CC(=O)CC4)C. Cell line: 786-0. Synergy scores: CSS=-0.306, Synergy_ZIP=-0.697, Synergy_Bliss=-2.73, Synergy_Loewe=-7.85, Synergy_HSA=-4.22. (2) Drug 1: CCC1=C2CN3C(=CC4=C(C3=O)COC(=O)C4(CC)O)C2=NC5=C1C=C(C=C5)O. Drug 2: CN1C=C(C=N1)C2=C3N=C(C(=C(N3N=C2)N)Br)C4CCCNC4. Cell line: HCT116. Synergy scores: CSS=43.0, Synergy_ZIP=-1.93, Synergy_Bliss=-0.735, Synergy_Loewe=-0.0296, Synergy_HSA=2.11. (3) Drug 1: CS(=O)(=O)C1=CC(=C(C=C1)C(=O)NC2=CC(=C(C=C2)Cl)C3=CC=CC=N3)Cl. Drug 2: CN(CC1=CN=C2C(=N1)C(=NC(=N2)N)N)C3=CC=C(C=C3)C(=O)NC(CCC(=O)O)C(=O)O. Cell line: SNB-19. Synergy scores: CSS=45.9, Synergy_ZIP=2.99, Synergy_Bliss=-0.121, Synergy_Loewe=-32.9, Synergy_HSA=-0.640. (4) Drug 1: CC1=C2C(C(=O)C3(C(CC4C(C3C(C(C2(C)C)(CC1OC(=O)C(C(C5=CC=CC=C5)NC(=O)OC(C)(C)C)O)O)OC(=O)C6=CC=CC=C6)(CO4)OC(=O)C)OC)C)OC. Drug 2: CNC(=O)C1=NC=CC(=C1)OC2=CC=C(C=C2)NC(=O)NC3=CC(=C(C=C3)Cl)C(F)(F)F. Cell line: SK-MEL-28. Synergy scores: CSS=32.2, Synergy_ZIP=-3.29, Synergy_Bliss=-3.96, Synergy_Loewe=-4.77, Synergy_HSA=-0.676. (5) Drug 1: CNC(=O)C1=NC=CC(=C1)OC2=CC=C(C=C2)NC(=O)NC3=CC(=C(C=C3)Cl)C(F)(F)F. Drug 2: C1CC(=O)NC(=O)C1N2C(=O)C3=CC=CC=C3C2=O. Cell line: SK-MEL-28. Synergy scores: CSS=8.71, Synergy_ZIP=-0.622, Synergy_Bliss=-0.287, Synergy_Loewe=4.39, Synergy_HSA=1.80. (6) Drug 1: COC1=C(C=C2C(=C1)N=CN=C2NC3=CC(=C(C=C3)F)Cl)OCCCN4CCOCC4. Drug 2: C1CC(C1)(C(=O)O)C(=O)O.[NH2-].[NH2-].[Pt+2]. Cell line: HT29. Synergy scores: CSS=44.5, Synergy_ZIP=3.20, Synergy_Bliss=7.44, Synergy_Loewe=3.19, Synergy_HSA=8.72. (7) Drug 1: CNC(=O)C1=NC=CC(=C1)OC2=CC=C(C=C2)NC(=O)NC3=CC(=C(C=C3)Cl)C(F)(F)F. Drug 2: C(CCl)NC(=O)N(CCCl)N=O. Cell line: T-47D. Synergy scores: CSS=-0.782, Synergy_ZIP=-0.785, Synergy_Bliss=-2.22, Synergy_Loewe=-2.47, Synergy_HSA=-2.66. (8) Drug 1: CC12CCC3C(C1CCC2=O)CC(=C)C4=CC(=O)C=CC34C. Drug 2: C1=CC(=CC=C1CCC2=CNC3=C2C(=O)NC(=N3)N)C(=O)NC(CCC(=O)O)C(=O)O. Cell line: SK-OV-3. Synergy scores: CSS=51.8, Synergy_ZIP=1.27, Synergy_Bliss=0.0841, Synergy_Loewe=4.22, Synergy_HSA=5.34. (9) Drug 1: CCC(=C(C1=CC=CC=C1)C2=CC=C(C=C2)OCCN(C)C)C3=CC=CC=C3.C(C(=O)O)C(CC(=O)O)(C(=O)O)O. Drug 2: CC1=C(C=C(C=C1)NC(=O)C2=CC=C(C=C2)CN3CCN(CC3)C)NC4=NC=CC(=N4)C5=CN=CC=C5. Cell line: SR. Synergy scores: CSS=7.46, Synergy_ZIP=4.16, Synergy_Bliss=14.3, Synergy_Loewe=2.08, Synergy_HSA=3.49.